This data is from NCI-60 drug combinations with 297,098 pairs across 59 cell lines. The task is: Regression. Given two drug SMILES strings and cell line genomic features, predict the synergy score measuring deviation from expected non-interaction effect. (1) Drug 1: C1CN(CCN1C(=O)CCBr)C(=O)CCBr. Drug 2: B(C(CC(C)C)NC(=O)C(CC1=CC=CC=C1)NC(=O)C2=NC=CN=C2)(O)O. Cell line: MDA-MB-435. Synergy scores: CSS=69.5, Synergy_ZIP=-1.23, Synergy_Bliss=-2.19, Synergy_Loewe=-4.49, Synergy_HSA=-3.63. (2) Drug 1: CN1CCC(CC1)COC2=C(C=C3C(=C2)N=CN=C3NC4=C(C=C(C=C4)Br)F)OC. Drug 2: N.N.Cl[Pt+2]Cl. Cell line: A498. Synergy scores: CSS=13.2, Synergy_ZIP=-1.26, Synergy_Bliss=2.48, Synergy_Loewe=-6.19, Synergy_HSA=1.42. (3) Drug 1: CN(C)N=NC1=C(NC=N1)C(=O)N. Drug 2: C1=NC2=C(N=C(N=C2N1C3C(C(C(O3)CO)O)F)Cl)N. Cell line: SF-539. Synergy scores: CSS=14.3, Synergy_ZIP=-8.12, Synergy_Bliss=-1.46, Synergy_Loewe=-12.7, Synergy_HSA=-0.628. (4) Drug 1: C1=CC(=CC=C1CCCC(=O)O)N(CCCl)CCCl. Drug 2: C1CN(CCN1C(=O)CCBr)C(=O)CCBr. Cell line: NCIH23. Synergy scores: CSS=46.7, Synergy_ZIP=-5.85, Synergy_Bliss=-0.379, Synergy_Loewe=-13.9, Synergy_HSA=2.00.